From a dataset of Forward reaction prediction with 1.9M reactions from USPTO patents (1976-2016). Predict the product of the given reaction. Given the reactants [O:1]([C:8]1[CH:13]=[CH:12][C:11](O)=[CH:10][CH:9]=1)[C:2]1[CH:7]=[CH:6][CH:5]=[CH:4][CH:3]=1.[Br:15][CH2:16][CH2:17][CH2:18]Br.C(=O)([O-])[O-].[K+].[K+], predict the reaction product. The product is: [Br:15][CH2:16][CH2:17][CH2:18][C:11]1[CH:12]=[CH:13][C:8]([O:1][C:2]2[CH:7]=[CH:6][CH:5]=[CH:4][CH:3]=2)=[CH:9][CH:10]=1.